Dataset: Full USPTO retrosynthesis dataset with 1.9M reactions from patents (1976-2016). Task: Predict the reactants needed to synthesize the given product. (1) Given the product [NH:2]1[CH2:29][CH2:30][N:31]=[C:1]1[C:3]1[CH:4]=[C:5]([C:16]([NH:18][CH2:19][C:20]2[C:21](=[O:28])[NH:22][C:23]([CH3:27])=[CH:24][C:25]=2[CH3:26])=[O:17])[C:6]2[C:7]([CH3:15])=[CH:8][N:9]([CH:12]([CH3:14])[CH3:13])[C:10]=2[CH:11]=1, predict the reactants needed to synthesize it. The reactants are: [C:1]([C:3]1[CH:4]=[C:5]([C:16]([NH:18][CH2:19][C:20]2[C:21](=[O:28])[NH:22][C:23]([CH3:27])=[CH:24][C:25]=2[CH3:26])=[O:17])[C:6]2[C:7]([CH3:15])=[CH:8][N:9]([CH:12]([CH3:14])[CH3:13])[C:10]=2[CH:11]=1)#[N:2].[CH2:29](N)[CH2:30][NH2:31]. (2) The reactants are: [O:1]=[C:2]1[C:6]2([CH2:11][CH2:10][N:9]([C:12]([O:14][C:15]([CH3:18])([CH3:17])[CH3:16])=[O:13])[CH2:8][CH2:7]2)[N:5]([C:19]2[CH:24]=[CH:23][CH:22]=[CH:21][CH:20]=2)[CH2:4][NH:3]1.[C:25](=[O:28])([O-])[O-:26].[K+].[K+].Cl[CH2:32][C:33]([NH2:35])=[O:34].C(O[CH2:40][CH3:41])(=O)C. Given the product [NH2:35][C:33](=[O:34])[CH2:32][O:26][C:25]([C:8]1[CH:7]=[C:6]([CH:2]=[CH:40][CH:41]=1)[CH2:11][N:3]1[C:2](=[O:1])[C:6]2([CH2:7][CH2:8][N:9]([C:12]([O:14][C:15]([CH3:18])([CH3:17])[CH3:16])=[O:13])[CH2:10][CH2:11]2)[N:5]([C:19]2[CH:20]=[CH:21][CH:22]=[CH:23][CH:24]=2)[CH2:4]1)=[O:28], predict the reactants needed to synthesize it. (3) Given the product [CH2:27]([C:33]1[CH:37]=[C:36]([B:40]2[O:41][CH2:6][CH2:5][CH2:7][O:39]2)[S:35][CH:34]=1)[CH2:28][CH2:29][CH2:30][CH2:31][CH3:32], predict the reactants needed to synthesize it. The reactants are: C(N[CH:5]([CH3:7])[CH3:6])(C)C.[Li]CCCC.CCCCCC.[Li+].CC([N-]C(C)C)C.[CH2:27]([C:33]1[CH:37]=[CH:36][S:35][CH:34]=1)[CH2:28][CH2:29][CH2:30][CH2:31][CH3:32].C[O:39][B:40](OC)[O:41]C.C(O)CCO. (4) Given the product [C:20]([O:23][C:24](=[O:31])[C@@H:25]([NH:26][C:15]([C:7]1[CH:6]=[CH:5][C:4]([CH:1]2[CH2:2][CH2:3]2)=[C:9]([O:10][CH2:11][CH:12]2[CH2:13][CH2:14]2)[N:8]=1)=[O:17])[CH2:27][CH:28]([CH3:29])[CH3:30])([CH3:21])([CH3:19])[CH3:22], predict the reactants needed to synthesize it. The reactants are: [CH:1]1([C:4]2[CH:5]=[CH:6][C:7]([C:15]([OH:17])=O)=[N:8][C:9]=2[O:10][CH2:11][CH:12]2[CH2:14][CH2:13]2)[CH2:3][CH2:2]1.Cl.[CH3:19][C:20]([O:23][C:24](=[O:31])[C@H:25]([CH2:27][CH:28]([CH3:30])[CH3:29])[NH2:26])([CH3:22])[CH3:21]. (5) Given the product [Cl:18][C:4]1[CH:3]=[C:2]([N:19]2[CH2:24][CH2:23][S:22](=[O:26])(=[O:25])[CH2:21][CH2:20]2)[C:10]2[N:9]3[CH2:12][CH2:13][NH:14][C:15](=[O:16])[C:8]3=[C:7]([CH3:17])[C:6]=2[CH:5]=1, predict the reactants needed to synthesize it. The reactants are: Br[C:2]1[C:10]2[N:9]3C[CH2:12][CH2:13][NH:14][C:15](=[O:16])[C:8]3=[C:7]([CH3:17])[C:6]=2[CH:5]=[C:4]([Cl:18])[CH:3]=1.[NH:19]1[CH2:24][CH2:23][S:22](=[O:26])(=[O:25])[CH2:21][CH2:20]1. (6) Given the product [C:21]([O:25][C:26](=[O:32])[N:27]([CH2:29][CH2:30][NH:31][CH:16]1[C:17]2[C:12](=[CH:11][C:10]([S:7]([C:1]3[CH:6]=[CH:5][CH:4]=[CH:3][CH:2]=3)(=[O:9])=[O:8])=[CH:19][CH:18]=2)[CH2:13][CH2:14][CH2:15]1)[CH3:28])([CH3:24])([CH3:22])[CH3:23], predict the reactants needed to synthesize it. The reactants are: [C:1]1([S:7]([C:10]2[CH:11]=[C:12]3[C:17](=[CH:18][CH:19]=2)[CH:16](Cl)[CH2:15][CH2:14][CH2:13]3)(=[O:9])=[O:8])[CH:6]=[CH:5][CH:4]=[CH:3][CH:2]=1.[C:21]([O:25][C:26](=[O:32])[N:27]([CH2:29][CH2:30][NH2:31])[CH3:28])([CH3:24])([CH3:23])[CH3:22].[I-].[Na+].C(=O)([O-])[O-].[K+].[K+]. (7) Given the product [CH:2]1([CH2:5][O:6][C:7]2[CH:12]=[C:11]([F:13])[C:10]([O:14][CH3:15])=[CH:9][C:8]=2[C:16]2[CH:21]=[CH:20][N:19]=[C:18]3[C:22]([C:26]([NH:28][CH:29]4[CH2:30][CH2:31][N:32]([C:35](=[O:38])[CH2:36][CH3:37])[CH2:33][CH2:34]4)=[O:27])=[C:23]([CH3:25])[NH:24][C:17]=23)[CH2:4][CH2:3]1, predict the reactants needed to synthesize it. The reactants are: Cl.[CH:2]1([CH2:5][O:6][C:7]2[CH:12]=[C:11]([F:13])[C:10]([O:14][CH3:15])=[CH:9][C:8]=2[C:16]2[CH:21]=[CH:20][N:19]=[C:18]3[C:22]([C:26]([NH:28][CH:29]4[CH2:34][CH2:33][NH:32][CH2:31][CH2:30]4)=[O:27])=[C:23]([CH3:25])[NH:24][C:17]=23)[CH2:4][CH2:3]1.[C:35](Cl)(=[O:38])[CH2:36][CH3:37]. (8) Given the product [CH3:33][CH:29]1[N:30]([C:11](=[O:13])[CH2:10][N:1]2[CH:9]=[C:7]([CH3:8])[C:5](=[O:6])[NH:4][C:2]2=[O:3])[CH2:31][CH2:32][N:27]([S:24]([C:19]2[CH:20]=[CH:21][CH:22]=[CH:23][C:18]=2[N+:15]([O-:17])=[O:16])(=[O:25])=[O:26])[C:28]1=[O:34], predict the reactants needed to synthesize it. The reactants are: [N:1]1([CH2:10][C:11]([OH:13])=O)[CH:9]=[C:7]([CH3:8])[C:5](=[O:6])[NH:4][C:2]1=[O:3].Cl.[N+:15]([C:18]1[CH:23]=[CH:22][CH:21]=[CH:20][C:19]=1[S:24]([N:27]1[CH2:32][CH2:31][NH:30][CH:29]([CH3:33])[C:28]1=[O:34])(=[O:26])=[O:25])([O-:17])=[O:16].C1CN([P+](ON2N=NC3C=CC=CC2=3)(N2CCCC2)N2CCCC2)CC1.F[P-](F)(F)(F)(F)F.C(N(CC)C(C)C)(C)C.